From a dataset of Full USPTO retrosynthesis dataset with 1.9M reactions from patents (1976-2016). Predict the reactants needed to synthesize the given product. The reactants are: COC1C=CC(C[N:8]([C:32]2[S:33][CH:34]=[CH:35][N:36]=2)[S:9]([C:12]2[CH:13]=[CH:14][C:15]3[N:20]([C:21]4[CH:30]=[CH:29][CH:28]=[CH:27][C:22]=4[C:23]([O:25][CH3:26])=[O:24])[CH2:19][CH2:18][O:17][C:16]=3[CH:31]=2)(=[O:11])=[O:10])=CC=1.C(O)(C(F)(F)F)=O. Given the product [S:33]1[CH:34]=[CH:35][N:36]=[C:32]1[NH:8][S:9]([C:12]1[CH:13]=[CH:14][C:15]2[N:20]([C:21]3[CH:30]=[CH:29][CH:28]=[CH:27][C:22]=3[C:23]([O:25][CH3:26])=[O:24])[CH2:19][CH2:18][O:17][C:16]=2[CH:31]=1)(=[O:10])=[O:11], predict the reactants needed to synthesize it.